Dataset: Forward reaction prediction with 1.9M reactions from USPTO patents (1976-2016). Task: Predict the product of the given reaction. (1) Given the reactants [CH2:1]([C:5]1[N:10]2[N:11]=[CH:12][CH:13]=[C:9]2[N:8]([C@H:14]2[CH2:19][CH2:18][C@H:17]([O:20][CH2:21]C(OCC)=O)[CH2:16][CH2:15]2)[C:7](=[O:27])[C:6]=1[CH2:28][C:29]1[CH:30]=[N:31][C:32]([C:35]2[CH:40]=[CH:39][CH:38]=[CH:37][C:36]=2[C:41]#[N:42])=[CH:33][CH:34]=1)[CH2:2][CH2:3][CH3:4].[CH3:43][Mg]Br.C([O:49][CH2:50][CH3:51])(=O)C, predict the reaction product. The product is: [CH2:1]([C:5]1[N:10]2[N:11]=[CH:12][CH:13]=[C:9]2[N:8]([C@H:14]2[CH2:19][CH2:18][C@H:17]([O:20][CH2:21][C:50]([OH:49])([CH3:51])[CH3:43])[CH2:16][CH2:15]2)[C:7](=[O:27])[C:6]=1[CH2:28][C:29]1[CH:34]=[CH:33][C:32]([C:35]2[CH:40]=[CH:39][CH:38]=[CH:37][C:36]=2[C:41]#[N:42])=[N:31][CH:30]=1)[CH2:2][CH2:3][CH3:4]. (2) Given the reactants Cl.[CH:2]1([N:5]([CH:19]2[CH2:24][CH2:23][NH:22][CH2:21][CH2:20]2)[C:6](=[O:18])[C:7]2[CH:12]=[CH:11][C:10]([C:13]3[O:17][CH:16]=[N:15][CH:14]=3)=[CH:9][CH:8]=2)[CH2:4][CH2:3]1.[CH3:25][O:26][C:27]([C:29]1[CH:30]=[N:31][C:32](Cl)=[N:33][CH:34]=1)=[O:28], predict the reaction product. The product is: [CH3:25][O:26][C:27]([C:29]1[CH:30]=[N:31][C:32]([N:22]2[CH2:23][CH2:24][CH:19]([N:5]([CH:2]3[CH2:4][CH2:3]3)[C:6](=[O:18])[C:7]3[CH:8]=[CH:9][C:10]([C:13]4[O:17][CH:16]=[N:15][CH:14]=4)=[CH:11][CH:12]=3)[CH2:20][CH2:21]2)=[N:33][CH:34]=1)=[O:28]. (3) Given the reactants [CH3:1][C:2]1[NH:6][NH:5][C:4](=[O:7])[CH:3]=1.[C:8]12(O)[CH2:17][CH:12]3[CH2:13][CH:14]([CH2:16][CH:10]([CH2:11]3)[CH2:9]1)[CH2:15]2, predict the reaction product. The product is: [C:8]12([C:3]3[C:4](=[O:7])[NH:5][NH:6][C:2]=3[CH3:1])[CH2:17][CH:12]3[CH2:13][CH:14]([CH2:16][CH:10]([CH2:11]3)[CH2:9]1)[CH2:15]2. (4) Given the reactants O.O.O.O.S([O-])([O-])(=O)=O.[Mn+2:10].[CH2:11]([O:23][S:24]([C:27]1[CH:32]=[CH:31][CH:30]=[CH:29][CH:28]=1)(=[O:26])=[O:25])[CH2:12][CH2:13][CH2:14][CH2:15][CH2:16][CH2:17][CH2:18][CH2:19][CH2:20][CH2:21][CH3:22].[Na], predict the reaction product. The product is: [CH2:11]([O:23][S:24]([C:27]1[CH:32]=[CH:31][CH:30]=[CH:29][CH:28]=1)(=[O:26])=[O:25])[CH2:12][CH2:13][CH2:14][CH2:15][CH2:16][CH2:17][CH2:18][CH2:19][CH2:20][CH2:21][CH3:22].[Mn+2:10]. (5) Given the reactants [Br:1][CH:2]([CH3:15])[C:3]([C:5]1[S:9][C:8]2[C:10]([Cl:14])=[CH:11][CH:12]=[CH:13][C:7]=2[CH:6]=1)=O.[NH:16]1[CH2:20][CH2:19][NH:18][C:17]1=[S:21].C(O)C, predict the reaction product. The product is: [BrH:1].[Cl:14][C:10]1[C:8]2[S:9][C:5]([C:3]3[N:18]4[CH2:19][CH2:20][N:16]=[C:17]4[S:21][C:2]=3[CH3:15])=[CH:6][C:7]=2[CH:13]=[CH:12][CH:11]=1. (6) Given the reactants [O:1]=[C:2]1[N:7]([C:8]2[CH:13]=[CH:12][CH:11]=[CH:10][CH:9]=2)[CH:6]=[C:5]([C:14]([NH2:16])=[O:15])[C:4]([O:17][C:18]2[CH:23]=[CH:22][CH:21]=[CH:20][CH:19]=2)=[CH:3]1.CO[CH:26](OC)[N:27]([CH3:29])[CH3:28], predict the reaction product. The product is: [CH3:26][N:27]([CH3:29])[CH:28]=[N:16][C:14]([C:5]1[C:4]([O:17][C:18]2[CH:23]=[CH:22][CH:21]=[CH:20][CH:19]=2)=[CH:3][C:2](=[O:1])[N:7]([C:8]2[CH:9]=[CH:10][CH:11]=[CH:12][CH:13]=2)[CH:6]=1)=[O:15].